From a dataset of Forward reaction prediction with 1.9M reactions from USPTO patents (1976-2016). Predict the product of the given reaction. (1) Given the reactants [Cl:1][C:2]1[C:3]([N:26]2[CH:30]=[C:29]([CH:31]=O)[CH:28]=[N:27]2)=[N:4][C:5]([NH:8][C:9]2[CH:14]=[C:13]([N+:15]([O-])=O)[C:12]([N:18]3[CH2:23][CH2:22][O:21][CH2:20][CH2:19]3)=[CH:11][C:10]=2[O:24][CH3:25])=[N:6][CH:7]=1.[CH3:33][NH:34][CH3:35], predict the reaction product. The product is: [Cl:1][C:2]1[C:3]([N:26]2[CH:30]=[C:29]([CH2:31][N:34]([CH3:35])[CH3:33])[CH:28]=[N:27]2)=[N:4][C:5]([NH:8][C:9]2[C:10]([O:24][CH3:25])=[CH:11][C:12]([N:18]3[CH2:23][CH2:22][O:21][CH2:20][CH2:19]3)=[C:13]([NH:15][C:10](=[O:24])[CH:9]=[CH2:14])[CH:14]=2)=[N:6][CH:7]=1. (2) Given the reactants [F:1][C:2]([F:32])([F:31])[C:3]1[CH:8]=[CH:7][C:6]([C@@H:9]2[C:18]3[C:13](=[CH:14][CH:15]=[CH:16][CH:17]=3)[CH2:12][CH2:11][N:10]2[C:19](OC2C=CC([N+]([O-])=O)=CC=2)=[O:20])=[CH:5][CH:4]=1.[NH2:33][C:34]1[CH:41]=[CH:40][C:37]([C:38]#[N:39])=[CH:36][C:35]=1[F:42].[H-].[Na+].O, predict the reaction product. The product is: [C:38]([C:37]1[CH:40]=[CH:41][C:34]([NH:33][C:19]([N:10]2[CH2:11][CH2:12][C:13]3[C:18](=[CH:17][CH:16]=[CH:15][CH:14]=3)[C@H:9]2[C:6]2[CH:7]=[CH:8][C:3]([C:2]([F:31])([F:1])[F:32])=[CH:4][CH:5]=2)=[O:20])=[C:35]([F:42])[CH:36]=1)#[N:39].